This data is from Reaction yield outcomes from USPTO patents with 853,638 reactions. The task is: Predict the reaction yield, written as a fraction of the theoretical maximum amount of product (1.0 means a 100% yield; for example, 0.34 means a 34% yield). The reactants are [Cl:1][C:2]1[CH:7]=[C:6]([N+:8]([O-:10])=[O:9])[CH:5]=[CH:4][C:3]=1[CH2:11][CH2:12][OH:13].C(=O)(O)[O-].[Na+]. The catalyst is C(Cl)Cl. The product is [Cl:1][C:2]1[CH:7]=[C:6]([N+:8]([O-:10])=[O:9])[CH:5]=[CH:4][C:3]=1[CH2:11][CH:12]=[O:13]. The yield is 0.950.